The task is: Predict the reactants needed to synthesize the given product.. This data is from Full USPTO retrosynthesis dataset with 1.9M reactions from patents (1976-2016). (1) Given the product [F:8][C:9]1[CH:10]=[C:11]([CH:14]=[CH:15][C:16]=1[O:17][CH:18]1[CH2:19][CH2:20][N:21]([C:24]2[N:25]=[C:26]3[CH2:37][CH2:36][N:35]([CH3:2])[CH2:34][C:27]3=[N:28][C:29]=2[NH:30][CH:31]([CH3:33])[CH3:32])[CH2:22][CH2:23]1)[C:12]#[N:13], predict the reactants needed to synthesize it. The reactants are: O[C:2](C(F)(F)F)=O.[F:8][C:9]1[CH:10]=[C:11]([CH:14]=[CH:15][C:16]=1[O:17][CH:18]1[CH2:23][CH2:22][N:21]([C:24]2[N:25]=[C:26]3[CH2:37][CH2:36][NH:35][CH2:34][C:27]3=[N:28][C:29]=2[NH:30][CH:31]([CH3:33])[CH3:32])[CH2:20][CH2:19]1)[C:12]#[N:13].C=O.CCN(C(C)C)C(C)C.[Na]. (2) Given the product [OH:17][C:15]1[CH:16]=[C:7]([C:5]2[S:6][C:2]([CH3:1])=[N:3][N:4]=2)[CH:8]=[C:9]2[C:14]=1[N:13]=[CH:12][NH:11][C:10]2=[O:34], predict the reactants needed to synthesize it. The reactants are: [CH3:1][C:2]1[S:6][C:5]([C:7]2[CH:8]=[C:9]3[C:14](=[C:15]([O:17]COCC[Si](C)(C)C)[CH:16]=2)[N:13]=[CH:12][N:11](COCC[Si](C)(C)C)[C:10]3=[O:34])=[N:4][N:3]=1.